From a dataset of Reaction yield outcomes from USPTO patents with 853,638 reactions. Predict the reaction yield, written as a fraction of the theoretical maximum amount of product (1.0 means a 100% yield; for example, 0.34 means a 34% yield). (1) The reactants are [Cl:1][C:2]1[CH:3]=[C:4]([NH:9][C:10]2[N:15]=[CH:14][N:13]=[C:12]([NH:16][C:17]3[CH:18]=[C:19]([NH2:23])[CH:20]=[CH:21][CH:22]=3)[CH:11]=2)[CH:5]=[CH:6][C:7]=1[F:8].C(N(CC)CC)C.Cl[CH2:32][CH2:33][S:34](Cl)(=[O:36])=[O:35]. The catalyst is C1COCC1. The product is [Cl:1][C:2]1[CH:3]=[C:4]([NH:9][C:10]2[N:15]=[CH:14][N:13]=[C:12]([NH:16][C:17]3[CH:18]=[C:19]([NH:23][S:34]([CH:33]=[CH2:32])(=[O:36])=[O:35])[CH:20]=[CH:21][CH:22]=3)[CH:11]=2)[CH:5]=[CH:6][C:7]=1[F:8]. The yield is 0.0900. (2) The reactants are Br[C:2]1[CH:3]=[C:4]2[C:9](=[N:10][CH:11]=1)[NH:8][CH2:7][CH2:6][CH:5]2[O:12][C:13]1[CH:18]=[CH:17][CH:16]=[C:15]([Cl:19])[CH:14]=1.CC1(C)C(C)(C)OB([C:28]2[CH:29]=[C:30]([N:34]3[CH2:39][CH2:38][O:37][CH2:36][CH2:35]3)[CH:31]=[CH:32][CH:33]=2)O1. The catalyst is C(OCC)(=O)C.CCCCCC. The product is [Cl:19][C:15]1[CH:14]=[C:13]([CH:18]=[CH:17][CH:16]=1)[O:12][CH:5]1[C:4]2[C:9](=[N:10][CH:11]=[C:2]([C:28]3[CH:33]=[CH:32][CH:31]=[C:30]([N:34]4[CH2:35][CH2:36][O:37][CH2:38][CH2:39]4)[CH:29]=3)[CH:3]=2)[NH:8][CH2:7][CH2:6]1. The yield is 0.490. (3) The catalyst is C(O)(=O)C. The reactants are [CH2:1]([N:8]1[C:12]([NH2:13])=[CH:11][CH:10]=[N:9]1)[C:2]1[CH:7]=[CH:6][CH:5]=[CH:4][CH:3]=1.[O:14]1[C:18]2([CH2:23][CH2:22][C:21](=O)[CH2:20][CH2:19]2)[O:17][CH2:16][CH2:15]1.C(O[BH-](OC(=O)C)OC(=O)C)(=O)C.[Na+]. The product is [CH2:1]([N:8]1[C:12]([NH:13][CH:21]2[CH2:22][CH2:23][C:18]3([O:17][CH2:16][CH2:15][O:14]3)[CH2:19][CH2:20]2)=[CH:11][CH:10]=[N:9]1)[C:2]1[CH:3]=[CH:4][CH:5]=[CH:6][CH:7]=1. The yield is 0.780. (4) The reactants are [C:1]([O:10]C)(=O)[C:2]1[C:3](=[CH:5][CH:6]=[CH:7][CH:8]=1)[SH:4].[F:12][C:13]1[CH:18]=[CH:17][C:16]([N:19]2[CH2:24][CH2:23][N:22]([C:25]3[CH:26]=[C:27]([CH:30]=[CH:31][N:32]=3)[C:28]#[N:29])[CH2:21][CH2:20]2)=[CH:15][CH:14]=1.C(N(CC)CC)C. The catalyst is C1(C)C=CC=CC=1. The product is [F:12][C:13]1[CH:14]=[CH:15][C:16]([N:19]2[CH2:24][CH2:23][N:22]([C:25]3[CH:26]=[C:27]([C:28]4[S:4][C:3]5[CH:5]=[CH:6][CH:7]=[CH:8][C:2]=5[C:1](=[O:10])[N:29]=4)[CH:30]=[CH:31][N:32]=3)[CH2:21][CH2:20]2)=[CH:17][CH:18]=1. The yield is 0.170. (5) The reactants are [C:1]([O:5][C:6]([N:8]1[CH2:13]CC(=O)[CH2:10][CH2:9]1)=[O:7])([CH3:4])([CH3:3])[CH3:2].[H-].[Na+].[CH3:17]I.[O:19]1[CH2:23][CH2:22][CH2:21]C1. No catalyst specified. The product is [C:1]([O:5][C:6]([N:8]1[CH2:9][CH2:10][C:23](=[O:19])[C:22]([CH3:21])([CH3:17])[CH2:13]1)=[O:7])([CH3:4])([CH3:3])[CH3:2]. The yield is 0.320.